Dataset: Plasma protein binding rate (PPBR) regression data from AstraZeneca. Task: Regression/Classification. Given a drug SMILES string, predict its absorption, distribution, metabolism, or excretion properties. Task type varies by dataset: regression for continuous measurements (e.g., permeability, clearance, half-life) or binary classification for categorical outcomes (e.g., BBB penetration, CYP inhibition). For this dataset (ppbr_az), we predict Y. (1) The drug is CNC(=O)c1[nH]cnc1C(=O)Nc1ccc(OC)cc1. The Y is 86.6 %. (2) The Y is 99.7 %. The drug is COc1ccc2cc(C(C)C(=O)O)ccc2c1. (3) The Y is 88.8 %. The compound is CC(C)Oc1cc(Nc2nc(N[C@@H](C)c3ncc(F)cn3)ncc2Cl)n[nH]1. (4) The molecule is CCO/N=C/c1ccc(OCCC2CCN(c3ccc(C)nn3)CC2)cc1. The Y is 99.7 %. (5) The drug is C=CC(=O)N1CCC[C@@H](n2nc(-c3ccc(Oc4ccccc4)cc3)c3c(N)ncnc32)C1. The Y is 96.6 %.